Dataset: Merck oncology drug combination screen with 23,052 pairs across 39 cell lines. Task: Regression. Given two drug SMILES strings and cell line genomic features, predict the synergy score measuring deviation from expected non-interaction effect. Drug 1: N.N.O=C(O)C1(C(=O)O)CCC1.[Pt]. Drug 2: NC(=O)c1cccc2cn(-c3ccc(C4CCCNC4)cc3)nc12. Cell line: ZR751. Synergy scores: synergy=-4.79.